Predict the reactants needed to synthesize the given product. From a dataset of Full USPTO retrosynthesis dataset with 1.9M reactions from patents (1976-2016). The reactants are: [F:1][C:2]1[CH:3]=[C:4]([C:9]2[C:10]3[N:11]([N:19]=[C:20]([NH2:22])[N:21]=3)[CH:12]=[C:13]([C:15]([F:18])([F:17])[F:16])[CH:14]=2)[CH:5]=[CH:6][C:7]=1[F:8].[Mg].II. Given the product [F:1][C:2]1[CH:3]=[C:4]([CH:9]2[CH2:14][CH:13]([C:15]([F:17])([F:16])[F:18])[CH2:12][N:11]3[N:19]=[C:20]([NH2:22])[N:21]=[C:10]23)[CH:5]=[CH:6][C:7]=1[F:8], predict the reactants needed to synthesize it.